This data is from Forward reaction prediction with 1.9M reactions from USPTO patents (1976-2016). The task is: Predict the product of the given reaction. (1) Given the reactants [C:1]([C:3]1[CH:8]=[CH:7][C:6]([CH2:9][CH2:10][CH:11](/[CH:23]=[CH:24]/[C:25]2[CH:30]=[CH:29][CH:28]=[CH:27][C:26]=2[OH:31])[CH2:12][C:13]2[CH:22]=[CH:21][C:16]([C:17]([O:19][CH3:20])=[O:18])=[CH:15][CH:14]=2)=[CH:5][CH:4]=1)#[N:2].Br[CH2:33][CH2:34][CH2:35][CH2:36][CH2:37][CH2:38][C:39]1[CH:44]=[CH:43][CH:42]=[CH:41][CH:40]=1.C(=O)([O-])[O-].[K+].[K+], predict the reaction product. The product is: [C:1]([C:3]1[CH:8]=[CH:7][C:6]([CH2:9][CH2:10][CH:11](/[CH:23]=[CH:24]/[C:25]2[CH:30]=[CH:29][CH:28]=[CH:27][C:26]=2[O:31][CH2:33][CH2:34][CH2:35][CH2:36][CH2:37][CH2:38][C:39]2[CH:44]=[CH:43][CH:42]=[CH:41][CH:40]=2)[CH2:12][C:13]2[CH:14]=[CH:15][C:16]([C:17]([O:19][CH3:20])=[O:18])=[CH:21][CH:22]=2)=[CH:5][CH:4]=1)#[N:2]. (2) Given the reactants [F:1][C:2]1[C:7]([CH2:8][OH:9])=[CH:6][CH:5]=[CH:4][N:3]=1.C(N(CC)CC)C.[CH3:17][S:18](Cl)(=[O:20])=[O:19].O, predict the reaction product. The product is: [CH3:17][S:18]([O:9][CH2:8][C:7]1[C:2]([F:1])=[N:3][CH:4]=[CH:5][CH:6]=1)(=[O:20])=[O:19]. (3) The product is: [CH3:29][O:28][N:27]([CH3:26])[C:10]([CH2:9][NH:8][C:6](=[O:7])[O:5][C:1]([CH3:2])([CH3:3])[CH3:4])=[O:12]. Given the reactants [C:1]([O:5][C:6]([NH:8][CH2:9][C:10]([OH:12])=O)=[O:7])([CH3:4])([CH3:3])[CH3:2].C1N=CN(C(N2C=NC=C2)=O)C=1.Cl.[CH3:26][NH:27][O:28][CH3:29].CCOC(C)=O, predict the reaction product. (4) Given the reactants [Cl:1][C:2]1[CH:7]=[CH:6][C:5]([C:8]2[C:13]([O:14][CH2:15][C:16]([F:19])([F:18])[F:17])=[CH:12][N:11]=[C:10]([C:20]([OH:22])=O)[CH:9]=2)=[CH:4][CH:3]=1.[CH3:23][CH:24]([C:26]1[O:30][N:29]=[C:28]([CH2:31][NH2:32])[CH:27]=1)[CH3:25], predict the reaction product. The product is: [Cl:1][C:2]1[CH:3]=[CH:4][C:5]([C:8]2[C:13]([O:14][CH2:15][C:16]([F:17])([F:19])[F:18])=[CH:12][N:11]=[C:10]([C:20]([NH:32][CH2:31][C:28]3[CH:27]=[C:26]([CH:24]([CH3:25])[CH3:23])[O:30][N:29]=3)=[O:22])[CH:9]=2)=[CH:6][CH:7]=1. (5) Given the reactants [Cl:1][C:2]1[CH:3]=[CH:4][C:5]([O:17][CH2:18][C:19]2[CH:24]=[CH:23][C:22]([Cl:25])=[CH:21][CH:20]=2)=[C:6]([CH:16]=1)[CH2:7][N:8]1[C:12]([CH3:13])=[CH:11][C:10](C=O)=[N:9]1.[Li+].[Cl-].C[C:29](P(OC)(O)=O)([C:31]([O-:33])=[O:32])[CH3:30].[CH2:39]1CCN2C(=NCCC2)CC1, predict the reaction product. The product is: [CH3:39][O:33][C:31](=[O:32])/[CH:29]=[CH:30]/[C:10]1[CH:11]=[C:12]([CH3:13])[N:8]([CH2:7][C:6]2[CH:16]=[C:2]([Cl:1])[CH:3]=[CH:4][C:5]=2[O:17][CH2:18][C:19]2[CH:24]=[CH:23][C:22]([Cl:25])=[CH:21][CH:20]=2)[N:9]=1. (6) The product is: [CH3:1][C:2]1[C:10]2[N:6]([CH:7]=[C:8]([C:11]3[CH:16]=[CH:15][C:14]([OH:17])=[CH:13][CH:12]=3)[CH:9]=2)[CH:5]=[CH:4][CH:3]=1. Given the reactants [CH3:1][C:2]1[C:10]2[N:6]([CH:7]=[C:8]([C:11]3[CH:16]=[CH:15][C:14]([O:17]C)=[CH:13][CH:12]=3)[CH:9]=2)[CH:5]=[CH:4][CH:3]=1.Br, predict the reaction product.